From a dataset of Forward reaction prediction with 1.9M reactions from USPTO patents (1976-2016). Predict the product of the given reaction. (1) Given the reactants Br[C:2]1[CH:3]=[C:4]([CH:6]=[C:7]([C:9]([F:12])([F:11])[F:10])[CH:8]=1)[NH2:5].[CH3:13][C:14]1[N:15]=[CH:16][NH:17][CH:18]=1.C(=O)([O-])[O-].[K+].[K+].OC1C=CC=C2C=1N=CC=C2, predict the reaction product. The product is: [CH3:13][C:14]1[N:15]=[CH:16][N:17]([C:2]2[CH:3]=[C:4]([NH2:5])[CH:6]=[C:7]([C:9]([F:12])([F:11])[F:10])[CH:8]=2)[CH:18]=1. (2) Given the reactants Br[CH2:2][C:3]1[CH:8]=[CH:7][C:6]([C:9]2([C:14]3[CH:19]=[CH:18][CH:17]=[CH:16][CH:15]=3)[O:13][CH2:12][CH2:11][O:10]2)=[CH:5][CH:4]=1.[N:20]1([CH2:26][C:27]([O:29][CH2:30][CH3:31])=[O:28])[CH2:25][CH2:24][NH:23][CH2:22][CH2:21]1.C([O-])([O-])=O.[K+].[K+], predict the reaction product. The product is: [C:14]1([C:9]2([C:6]3[CH:7]=[CH:8][C:3]([CH2:2][N:23]4[CH2:22][CH2:21][N:20]([CH2:26][C:27]([O:29][CH2:30][CH3:31])=[O:28])[CH2:25][CH2:24]4)=[CH:4][CH:5]=3)[O:13][CH2:12][CH2:11][O:10]2)[CH:19]=[CH:18][CH:17]=[CH:16][CH:15]=1. (3) Given the reactants [Cl:1][C:2]1[CH:3]=[C:4]([CH:8]=[C:9]([O:12][CH:13]([CH3:15])[CH3:14])[C:10]=1[Cl:11])[C:5]([OH:7])=O.CCN(C(C)C)C(C)C.[NH2:25][C:26]1[CH:35]=[CH:34][C:29]([C:30]([O:32][CH3:33])=[O:31])=[C:28]([CH3:36])[CH:27]=1, predict the reaction product. The product is: [Cl:1][C:2]1[CH:3]=[C:4]([CH:8]=[C:9]([O:12][CH:13]([CH3:15])[CH3:14])[C:10]=1[Cl:11])[C:5]([NH:25][C:26]1[CH:35]=[CH:34][C:29]([C:30]([O:32][CH3:33])=[O:31])=[C:28]([CH3:36])[CH:27]=1)=[O:7]. (4) Given the reactants [Br:1][C:2]1[C:10]([F:11])=[CH:9][CH:8]=[C:7]2[C:3]=1[CH2:4][N:5]([CH3:13])[C:6]2=[O:12].S(=O)(=O)(O)O.[N+:19]([O-])([OH:21])=[O:20], predict the reaction product. The product is: [Br:1][C:2]1[C:10]([F:11])=[CH:9][C:8]([N+:19]([O-:21])=[O:20])=[C:7]2[C:3]=1[CH2:4][N:5]([CH3:13])[C:6]2=[O:12]. (5) The product is: [CH2:15]([O:14][C:9]1[CH:10]=[CH:11][CH:12]=[CH:13][C:8]=1[C:7]1[O:6][N:5]=[C:4]([C:15]([O:17][CH2:24][CH3:25])=[O:16])[CH:3]=1)[CH2:4][CH2:3][CH2:7][CH2:8][CH3:9]. Given the reactants C([C:3]1[C:4]([C:15]([OH:17])=[O:16])=[N:5][O:6][C:7]=1[C:8]1[CH:13]=[CH:12][CH:11]=[CH:10][C:9]=1[OH:14])C.C([O-])([O-])=O.[K+].[K+].[C:24](#N)[CH3:25], predict the reaction product. (6) The product is: [F:1][C:2]1[CH:3]=[C:4]2[C:8](=[C:9]([N+:11]([O-:13])=[O:12])[CH:10]=1)[NH:7][C:6]([C:14]([OH:16])=[O:15])=[CH:5]2. Given the reactants [F:1][C:2]1[CH:3]=[C:4]2[C:8](=[C:9]([N+:11]([O-:13])=[O:12])[CH:10]=1)[NH:7][C:6]([C:14]([O:16]CC)=[O:15])=[CH:5]2.[OH-].[K+].C(OCC)(=O)C, predict the reaction product. (7) Given the reactants [CH2:1]([O:9][C:10]1[CH:15]=[CH:14][C:13]([CH:16]2[O:21][CH2:20][CH2:19][NH:18][CH2:17]2)=[CH:12][CH:11]=1)[CH2:2][CH2:3][CH2:4][CH2:5][CH2:6][CH2:7][CH3:8].Br[CH2:23][CH2:24][CH2:25][P:26](=[O:33])([O:30][CH2:31][CH3:32])[O:27][CH2:28][CH3:29].[Na+].[I-].C([O-])([O-])=O.[K+].[K+], predict the reaction product. The product is: [CH2:31]([O:30][P:26]([CH2:25][CH:24]([N:18]1[CH2:19][CH2:20][O:21][CH:16]([C:13]2[CH:12]=[CH:11][C:10]([O:9][CH2:1][CH2:2][CH2:3][CH2:4][CH2:5][CH2:6][CH2:7][CH3:8])=[CH:15][CH:14]=2)[CH2:17]1)[CH3:23])(=[O:33])[O:27][CH2:28][CH3:29])[CH3:32].